From a dataset of Full USPTO retrosynthesis dataset with 1.9M reactions from patents (1976-2016). Predict the reactants needed to synthesize the given product. (1) Given the product [CH3:1][C:2]1[C:6]2[CH:7]=[CH:8][CH:9]=[CH:10][C:5]=2[S:4][C:3]=1[S:11]([NH:15][C:16]1[CH:21]=[CH:20][CH:19]=[C:18]([C:22]2[NH:26][N:25]=[N:24][N:23]=2)[CH:17]=1)(=[O:13])=[O:12], predict the reactants needed to synthesize it. The reactants are: [CH3:1][C:2]1[C:6]2[CH:7]=[CH:8][CH:9]=[CH:10][C:5]=2[S:4][C:3]=1[S:11](Cl)(=[O:13])=[O:12].[NH2:15][C:16]1[CH:17]=[C:18]([C:22]2[NH:26][N:25]=[N:24][N:23]=2)[CH:19]=[CH:20][CH:21]=1. (2) Given the product [CH:45]1([CH2:44][O:43][C:40]2[CH:39]=[CH:38][C:37]([C:34]3[CH:33]=[CH:32][C:31]([CH2:30][C:18]4[N:17]([C:13]5[CH:12]=[C:11]([C:7]6[S:6](=[O:51])(=[O:52])[NH:5][C:9](=[O:10])[CH:8]=6)[CH:16]=[CH:15][CH:14]=5)[CH:21]=[C:20]([C:22]5[CH:27]=[CH:26][C:25]([Cl:28])=[CH:24][C:23]=5[Cl:29])[N:19]=4)=[CH:36][CH:35]=3)=[CH:42][CH:41]=2)[CH2:50][CH2:49][CH2:48][CH2:47][CH2:46]1, predict the reactants needed to synthesize it. The reactants are: C([N:5]1[C:9](=[O:10])[CH:8]=[C:7]([C:11]2[CH:16]=[CH:15][CH:14]=[C:13]([N:17]3[CH:21]=[C:20]([C:22]4[CH:27]=[CH:26][C:25]([Cl:28])=[CH:24][C:23]=4[Cl:29])[N:19]=[C:18]3[CH2:30][C:31]3[CH:36]=[CH:35][C:34]([C:37]4[CH:42]=[CH:41][C:40]([O:43][CH2:44][CH:45]5[CH2:50][CH2:49][CH2:48][CH2:47][CH2:46]5)=[CH:39][CH:38]=4)=[CH:33][CH:32]=3)[CH:12]=2)[S:6]1(=[O:52])=[O:51])(C)(C)C.C(O)(C(F)(F)F)=O.